This data is from Full USPTO retrosynthesis dataset with 1.9M reactions from patents (1976-2016). The task is: Predict the reactants needed to synthesize the given product. (1) Given the product [Cl:1][C:2]1[C:3]([CH2:30][N:31]2[CH2:35][CH2:34][C@H:33]([CH2:36][NH:37][CH3:38])[CH2:32]2)=[C:4]([C:26]([F:28])([F:27])[F:29])[CH:5]=[C:6]2[C:11]=1[N:10]=[CH:9][N:8]([CH2:12][C:13]1[CH:18]=[C:17]([Cl:19])[CH:16]=[CH:15][C:14]=1[S:20]([CH2:23][CH3:24])(=[O:22])=[O:21])[C:7]2=[O:25], predict the reactants needed to synthesize it. The reactants are: [Cl:1][C:2]1[C:3]([CH2:30][N:31]2[CH2:35][CH2:34][C@H:33]([CH2:36][N:37](C)[C:38](=O)OC(C)(C)C)[CH2:32]2)=[C:4]([C:26]([F:29])([F:28])[F:27])[CH:5]=[C:6]2[C:11]=1[N:10]=[CH:9][N:8]([CH2:12][C:13]1[CH:18]=[C:17]([Cl:19])[CH:16]=[CH:15][C:14]=1[S:20]([CH2:23][CH3:24])(=[O:22])=[O:21])[C:7]2=[O:25].Cl.C(S(N1C=CC=C1CN)(=O)=O)C. (2) The reactants are: [CH2:1]([CH2:13][NH2:14])[CH2:2][C:3]([P:9]([O-:12])([OH:11])=[O:10])([P:5]([OH:8])([OH:7])=[O:6])[OH:4].O.O.O.[Na+].O.O.O.O.O.O.O.O.O.O.[O-:29][P:30]([O:33][P:34]([O-:37])([O-:36])=[O:35])(=[O:32])[O-:31].[Na+].[Na+].[Na+].[Na+].O.O.[Cl-].[Ca+2].[Cl-].C(CN)CC(P(O)(O)=O)(P(O)(O)=O)O.[O-]P(OP([O-])([O-])=O)(=O)[O-].[Cl-].[Ca+2].[Cl-].[OH-].[Na+]. Given the product [CH2:1]([CH2:13][NH2:14])[CH2:2][C:3]([P:5]([OH:7])([OH:8])=[O:6])([P:9]([OH:12])([OH:11])=[O:10])[OH:4].[O-:31][P:30]([O:33][P:34]([O-:37])([O-:36])=[O:35])(=[O:29])[O-:32], predict the reactants needed to synthesize it. (3) Given the product [CH2:19]([O:18][P:17]([C:2]1[CH:7]=[CH:6][C:5]([N+:8]([O-:10])=[O:9])=[CH:4][CH:3]=1)(=[O:24])[O:21][CH2:22][CH3:23])[CH3:20], predict the reactants needed to synthesize it. The reactants are: Br[C:2]1[CH:7]=[CH:6][C:5]([N+:8]([O-:10])=[O:9])=[CH:4][CH:3]=1.C(=O)([O-])[O-].[Cs+].[Cs+].[P:17]([O-:24])([O:21][CH2:22][CH3:23])[O:18][CH2:19][CH3:20]. (4) The reactants are: [CH3:1][N:2]1[CH2:10][C:9]2[C:8]([N:11]3[CH2:16][CH2:15][O:14][CH2:13][C@@H:12]3[CH3:17])=[N:7][C:6]([C:18]3[CH:24]=[CH:23][C:21]([NH2:22])=[CH:20][CH:19]=3)=[N:5][C:4]=2[CH2:3]1.C([O-])(O)=O.[Na+].Cl[C:31]([O:33][C:34]1[CH:39]=[CH:38][CH:37]=[CH:36][CH:35]=1)=[O:32]. Given the product [CH3:1][N:2]1[CH2:10][C:9]2[C:8]([N:11]3[CH2:16][CH2:15][O:14][CH2:13][C@@H:12]3[CH3:17])=[N:7][C:6]([C:18]3[CH:24]=[CH:23][C:21]([NH:22][C:31](=[O:32])[O:33][C:34]4[CH:39]=[CH:38][CH:37]=[CH:36][CH:35]=4)=[CH:20][CH:19]=3)=[N:5][C:4]=2[CH2:3]1, predict the reactants needed to synthesize it.